This data is from Forward reaction prediction with 1.9M reactions from USPTO patents (1976-2016). The task is: Predict the product of the given reaction. (1) The product is: [C:1]1([CH2:7][CH2:8][NH:9][C:10]2[S:11][CH:14]=[C:15]([C:17]3[CH:22]=[CH:21][C:20]([C:23]([F:24])([F:25])[F:26])=[CH:19][CH:18]=3)[N:12]=2)[CH:6]=[CH:5][CH:4]=[CH:3][CH:2]=1. Given the reactants [C:1]1([CH2:7][CH2:8][NH:9][C:10]([NH2:12])=[S:11])[CH:6]=[CH:5][CH:4]=[CH:3][CH:2]=1.Br[CH2:14][C:15]([C:17]1[CH:22]=[CH:21][C:20]([C:23]([F:26])([F:25])[F:24])=[CH:19][CH:18]=1)=O.CN(C)C=O, predict the reaction product. (2) Given the reactants [C:1]([O:5][C:6](=[O:16])[NH:7][C:8]1[CH:13]=[CH:12][CH:11]=[C:10]([CH3:14])[C:9]=1[Br:15])([CH3:4])([CH3:3])[CH3:2].[Cl:17][CH:18]=[CH:19][CH2:20]Cl.[H-].[Na+].[NH4+].[Cl-], predict the reaction product. The product is: [C:1]([O:5][C:6](=[O:16])[N:7]([C:8]1[CH:13]=[CH:12][CH:11]=[C:10]([CH3:14])[C:9]=1[Br:15])[CH2:20][CH:19]=[CH:18][Cl:17])([CH3:4])([CH3:2])[CH3:3]. (3) Given the reactants [NH2:1][C:2]1[C:11]2[N:12]=[C:13]([CH3:21])[N:14]([CH2:15][CH2:16][CH2:17][C:18](=O)[CH3:19])[C:10]=2[C:9]2[CH:8]=[CH:7][CH:6]=[CH:5][C:4]=2[N:3]=1.Cl.[NH2:23][OH:24].[OH-].[Na+], predict the reaction product. The product is: [NH2:1][C:2]1[C:11]2[N:12]=[C:13]([CH3:21])[N:14]([CH2:15][CH2:16][CH2:17][C:18](=[N:23][OH:24])[CH3:19])[C:10]=2[C:9]2[CH:8]=[CH:7][CH:6]=[CH:5][C:4]=2[N:3]=1. (4) Given the reactants [CH:1]1([C:6]2[N:14](COCC[Si](C)(C)C)[C:13]3[C:12](=[O:23])[N:11]([CH2:24][CH:25]([CH3:27])[CH3:26])[C:10]([O:28][C:29]4[C:30]([CH3:35])=[N:31][CH:32]=[CH:33][CH:34]=4)=[N:9][C:8]=3[N:7]=2)[CH2:5][CH2:4][CH2:3][CH2:2]1.Cl, predict the reaction product. The product is: [CH:1]1([C:6]2[NH:14][C:13]3[C:12](=[O:23])[N:11]([CH2:24][CH:25]([CH3:26])[CH3:27])[C:10]([O:28][C:29]4[C:30]([CH3:35])=[N:31][CH:32]=[CH:33][CH:34]=4)=[N:9][C:8]=3[N:7]=2)[CH2:5][CH2:4][CH2:3][CH2:2]1.